Dataset: Retrosynthesis with 50K atom-mapped reactions and 10 reaction types from USPTO. Task: Predict the reactants needed to synthesize the given product. (1) Given the product O=C(O)CCCCc1nnc(-c2ccccn2)o1, predict the reactants needed to synthesize it. The reactants are: COC(=O)CCCCc1nnc(-c2ccccn2)o1. (2) Given the product CNC(=O)N1CC[C@H](OCc2cc(C(F)(F)F)cc(C(F)(F)F)c2)[C@H](C(c2ccccc2)c2ccccc2)C1, predict the reactants needed to synthesize it. The reactants are: CN=C=O.FC(F)(F)c1cc(CO[C@H]2CCNC[C@H]2C(c2ccccc2)c2ccccc2)cc(C(F)(F)F)c1. (3) The reactants are: BrCCCOCc1ccccc1.CCOC(=O)C1CCc2ccc(O)cc2O1. Given the product CCOC(=O)C1CCc2ccc(OCCCOCc3ccccc3)cc2O1, predict the reactants needed to synthesize it. (4) The reactants are: CN1C(=O)CC[C@]2(C)c3ccc(C(=O)O)cc3CC[C@@H]12.Oc1ccccc1. Given the product CN1C(=O)CC[C@]2(C)c3ccc(C(=O)Oc4ccccc4)cc3CC[C@@H]12, predict the reactants needed to synthesize it. (5) Given the product Nc1nc(C(=O)N2[C@H](CNC(=O)c3cccc4cnccc34)C[C@@H]3C[C@@H]32)c(-c2cccc(F)c2)s1, predict the reactants needed to synthesize it. The reactants are: NC[C@@H]1C[C@@H]2C[C@@H]2N1C(=O)c1nc(N)sc1-c1cccc(F)c1.O=C(O)c1cccc2cnccc12. (6) Given the product CC(=O)OCC(C)(C)C(OC(C)=O)C(=O)NCCC(=O)Nc1ccc(O)cc1, predict the reactants needed to synthesize it. The reactants are: CC(=O)OCC(C)(C)C(OC(C)=O)C(=O)NCCC(=O)O.Nc1ccc(O)cc1. (7) Given the product C[C@@H]1COCCN1C(=O)c1ccc(Nc2cc(-c3ccnc(-n4ncc5cc(C(C)(C)C)cc(F)c5c4=O)c3CO)cn(C)c2=O)nc1, predict the reactants needed to synthesize it. The reactants are: C[C@@H]1COCCN1C(=O)c1ccc(Nc2cc(-c3ccnc(-n4ncc5cc(C(C)(C)C)cc(F)c5c4=O)c3C=O)cn(C)c2=O)nc1.